Dataset: Forward reaction prediction with 1.9M reactions from USPTO patents (1976-2016). Task: Predict the product of the given reaction. Given the reactants [CH2:1]([O:4][N:5]([C@H:18]1[CH2:23][N:22]([C:24]([O:26][C:27]([CH3:30])([CH3:29])[CH3:28])=[O:25])[C@H:21]([CH2:31][O:32][Si](C(C)(C)C)(C)C)[CH:20]=[C:19]1[C:40](=[O:42])[NH2:41])[S:6]([C:9]1[CH:14]=[CH:13][CH:12]=[CH:11][C:10]=1[N+:15]([O-:17])=[O:16])(=[O:8])=[O:7])[CH:2]=[CH2:3].C(ON1C(=O)N2C[C@H]1C(C(N)=O)=C[C@H]2CO)C=C.C(ON1C(=O)N2C[C@H]1C(C(N)=O)=C[C@H]2CO[Si](C(C)(C)C)(C)C)C=C, predict the reaction product. The product is: [CH2:1]([O:4][N:5]([C@H:18]1[CH2:23][N:22]([C:24]([O:26][C:27]([CH3:29])([CH3:30])[CH3:28])=[O:25])[C@H:21]([CH2:31][OH:32])[CH:20]=[C:19]1[C:40](=[O:42])[NH2:41])[S:6]([C:9]1[CH:14]=[CH:13][CH:12]=[CH:11][C:10]=1[N+:15]([O-:17])=[O:16])(=[O:8])=[O:7])[CH:2]=[CH2:3].